Task: Predict the product of the given reaction.. Dataset: Forward reaction prediction with 1.9M reactions from USPTO patents (1976-2016) (1) Given the reactants Br[C:2]1[CH:3]=[C:4]([S:8][CH2:9][CH2:10][CH2:11][CH2:12][CH2:13][OH:14])[CH:5]=[CH:6][CH:7]=1.[CH2:15]([NH:18][C:19](=[O:24])[C:20]([F:23])([F:22])[F:21])[CH:16]=[CH2:17], predict the reaction product. The product is: [F:21][C:20]([F:23])([F:22])[C:19]([NH:18][CH2:15]/[CH:16]=[CH:17]/[C:2]1[CH:7]=[CH:6][CH:5]=[C:4]([S:8][CH2:9][CH2:10][CH2:11][CH2:12][CH2:13][OH:14])[CH:3]=1)=[O:24]. (2) Given the reactants [CH2:1]([O:3][C:4]([C:6]1([C:9]2[CH:14]=[CH:13][C:12]([C:15]3[CH:20]=[CH:19][C:18]([C:21]4[S:22][C:23]([Cl:29])=[CH:24][C:25]=4C(=O)N)=[CH:17][C:16]=3[O:30][CH3:31])=[CH:11][CH:10]=2)[CH2:8][CH2:7]1)=[O:5])[CH3:2].[N:32]1[CH:37]=CC=CC=1.FC(F)(F)C(OI(C1C=CC=CC=1)OC(=O)C(F)(F)F)=[O:41].[F:59][C:60]1[CH:65]=[C:64]([F:66])[CH:63]=[CH:62][C:61]=1[C@H:67]([OH:69])[CH3:68], predict the reaction product. The product is: [CH2:1]([O:3][C:4]([C:6]1([C:9]2[CH:10]=[CH:11][C:12]([C:15]3[CH:20]=[CH:19][C:18]([C:21]4[S:22][C:23]([Cl:29])=[CH:24][C:25]=4[NH:32][C:37]([O:69][C@@H:67]([C:61]4[CH:62]=[CH:63][C:64]([F:66])=[CH:65][C:60]=4[F:59])[CH3:68])=[O:41])=[CH:17][C:16]=3[O:30][CH3:31])=[CH:13][CH:14]=2)[CH2:8][CH2:7]1)=[O:5])[CH3:2]. (3) Given the reactants Cl.[CH2:2]([O:5][C:6]1[CH:15]=[C:14]([O:16]COC)[C:13]([CH:20]([CH3:22])[CH3:21])=[CH:12][C:7]=1[C:8]([O:10][CH3:11])=[O:9])[CH:3]=[CH2:4], predict the reaction product. The product is: [CH2:2]([O:5][C:6]1[CH:15]=[C:14]([OH:16])[C:13]([CH:20]([CH3:22])[CH3:21])=[CH:12][C:7]=1[C:8]([O:10][CH3:11])=[O:9])[CH:3]=[CH2:4]. (4) Given the reactants [CH3:1][O:2][C:3]1[CH:4]=[C:5]([C@H:11]([N:13]2[CH2:18][CH2:17][NH:16][CH2:15][CH2:14]2)[CH3:12])[CH:6]=[CH:7][C:8]=1[O:9][CH3:10].Br[C:20]1[CH:21]=[CH:22][C:23]([Cl:28])=[C:24]([O:26][CH3:27])[CH:25]=1.CC(C)([O-])C.[K+].Cl, predict the reaction product. The product is: [Cl:28][C:23]1[CH:22]=[CH:21][C:20]([N:16]2[CH2:15][CH2:14][N:13]([C@@H:11]([C:5]3[CH:6]=[CH:7][C:8]([O:9][CH3:10])=[C:3]([O:2][CH3:1])[CH:4]=3)[CH3:12])[CH2:18][CH2:17]2)=[CH:25][C:24]=1[O:26][CH3:27].